This data is from Forward reaction prediction with 1.9M reactions from USPTO patents (1976-2016). The task is: Predict the product of the given reaction. Given the reactants [CH3:1][O:2][C:3]([NH:5][CH:6]([CH3:46])[CH2:7][O:8][C@@H:9]([C:39]1[CH:44]=[CH:43][CH:42]=[C:41]([Cl:45])[CH:40]=1)[C@@H:10]1[CH2:15][CH2:14][CH2:13][N:12]([C:16]([NH:18][C@@H:19]([CH2:32][CH:33]2[CH2:38][CH2:37][CH2:36][CH2:35][CH2:34]2)[CH2:20][N:21](C)[C:22](=O)OCC[Si](C)(C)C)=[O:17])[CH2:11]1)=[O:4].[C:47]([OH:53])([C:49]([F:52])([F:51])[F:50])=[O:48], predict the reaction product. The product is: [C:47]([OH:53])([C:49]([F:52])([F:51])[F:50])=[O:48].[Cl:45][C:41]1[CH:40]=[C:39]([C@@H:9]([C@@H:10]2[CH2:15][CH2:14][CH2:13][N:12]([C:16](=[O:17])[NH:18][C@H:19]([CH2:20][NH:21][CH3:22])[CH2:32][CH:33]3[CH2:34][CH2:35][CH2:36][CH2:37][CH2:38]3)[CH2:11]2)[O:8][CH2:7][CH:6]([NH:5][C:3](=[O:4])[O:2][CH3:1])[CH3:46])[CH:44]=[CH:43][CH:42]=1.